Predict the product of the given reaction. From a dataset of Forward reaction prediction with 1.9M reactions from USPTO patents (1976-2016). (1) Given the reactants [Br:1][C:2]1[CH:3]=[N:4][NH:5][CH:6]=1.[CH2:7]([O:9][C:10](=[O:15])[CH:11]=[C:12]([CH3:14])[CH3:13])[CH3:8].C(=O)([O-])[O-].[Cs+].[Cs+], predict the reaction product. The product is: [Br:1][C:2]1[CH:3]=[N:4][N:5]([C:12]([CH3:14])([CH3:13])[CH2:11][C:10]([O:9][CH2:7][CH3:8])=[O:15])[CH:6]=1. (2) Given the reactants [C:1](=[O:16])([S:14][CH3:15])[O:2][O:3][CH:4]([O:8][C:9](=[O:13])[CH:10]([CH3:12])[CH3:11])[CH:5]([CH3:7])[CH3:6].[C:17](O)(=O)C(C)(C)C, predict the reaction product. The product is: [C:1](=[O:16])([S:14][CH3:15])[O:2][O:3][CH:4]([O:8][C:9](=[O:13])[C:10]([CH3:17])([CH3:11])[CH3:12])[CH:5]([CH3:7])[CH3:6]. (3) Given the reactants [Cl:1][C:2]1[N:3]=[N:4][C:5]([C:8]2[CH:13]=[C:12]([Br:14])[C:11]([O:15]C)=[C:10]([Br:17])[CH:9]=2)=[CH:6][CH:7]=1.B(Br)(Br)Br, predict the reaction product. The product is: [Br:17][C:10]1[CH:9]=[C:8]([C:5]2[N:4]=[N:3][C:2]([Cl:1])=[CH:7][CH:6]=2)[CH:13]=[C:12]([Br:14])[C:11]=1[OH:15]. (4) Given the reactants [Cl:1][C:2]1[CH:3]=[C:4]([CH:14]=[CH:15][C:16]=1[F:17])[CH:5]=[C:6]([N:11]=[N+]=[N-])[C:7]([O:9][CH3:10])=[O:8], predict the reaction product. The product is: [Cl:1][C:2]1[CH:3]=[C:4]2[C:14](=[CH:15][C:16]=1[F:17])[NH:11][C:6]([C:7]([O:9][CH3:10])=[O:8])=[CH:5]2. (5) Given the reactants [CH3:1][N:2]1[C:7](=O)[C:6]2=[C:9]([NH:25][C:26]3[CH:31]=[CH:30][CH:29]=[CH:28][CH:27]=3)[N:10]([CH2:12][C:13]3[CH:18]=[CH:17][C:16]([C:19]4[CH:24]=[CH:23][CH:22]=[CH:21][N:20]=4)=[CH:15][CH:14]=3)[N:11]=[C:5]2[N:4]2[C@H:32]3[CH2:37][CH2:36][CH2:35][C@H:33]3[N:34]=[C:3]12.CC(C[AlH]CC(C)C)C, predict the reaction product. The product is: [CH3:1][N:2]1[CH2:7][C:6]2=[C:9]([NH:25][C:26]3[CH:27]=[CH:28][CH:29]=[CH:30][CH:31]=3)[N:10]([CH2:12][C:13]3[CH:14]=[CH:15][C:16]([C:19]4[CH:24]=[CH:23][CH:22]=[CH:21][N:20]=4)=[CH:17][CH:18]=3)[N:11]=[C:5]2[N:4]2[C@H:32]3[CH2:37][CH2:36][CH2:35][C@H:33]3[N:34]=[C:3]12. (6) Given the reactants [CH3:1][O:2][C:3](=[O:19])[C@@H:4]([NH2:18])[CH2:5][C:6]1[CH:11]=[CH:10][C:9]([C:12]2[CH:17]=[CH:16][CH:15]=[CH:14][CH:13]=2)=[CH:8][CH:7]=1.[Br:20][C:21]1[CH:29]=[CH:28][C:24](C(O)=O)=[CH:23][CH:22]=1.CN(C)[CH:32]=[O:33].C(N(C(C)C)CC)(C)C, predict the reaction product. The product is: [CH3:1][O:2][C:3](=[O:19])[C@@H:4]([NH:18][C:32](=[O:33])[C:28]1[CH:29]=[C:21]([Br:20])[CH:22]=[CH:23][CH:24]=1)[CH2:5][C:6]1[CH:11]=[CH:10][C:9]([C:12]2[CH:17]=[CH:16][CH:15]=[CH:14][CH:13]=2)=[CH:8][CH:7]=1. (7) Given the reactants C(OC([N:8]1[CH2:21][CH2:20][C:19](=[CH:22][C:23]([O:25]CC)=[O:24])[C:18]2[C:17]3[C:12](=[CH:13][CH:14]=[C:15]([F:28])[CH:16]=3)[N:11](C(OC(C)(C)C)=O)[C:10]=2[C:9]1=[O:36])=O)(C)(C)C.[Li+].[OH-], predict the reaction product. The product is: [F:28][C:15]1[CH:16]=[C:17]2[C:12](=[CH:13][CH:14]=1)[NH:11][C:10]1[C:9](=[O:36])[NH:8][CH2:21][CH:20]=[C:19]([CH2:22][C:23]([OH:25])=[O:24])[C:18]2=1. (8) Given the reactants [CH2:1]([O:3][C:4]([C@H:6]1[CH2:11][CH2:10][C@H:9]([NH:12][C:13]([O:15][CH2:16][C:17]2[CH:22]=[CH:21][CH:20]=[CH:19][CH:18]=2)=[O:14])[C@H:8]([NH:23][C:24]([O:26][C:27]([CH3:30])([CH3:29])[CH3:28])=[O:25])[CH2:7]1)=[O:5])[CH3:2].O1CCCC1.[O-]CC.[Na+], predict the reaction product. The product is: [CH2:1]([O:3][C:4]([C@@H:6]1[CH2:11][CH2:10][C@H:9]([NH:12][C:13]([O:15][CH2:16][C:17]2[CH:18]=[CH:19][CH:20]=[CH:21][CH:22]=2)=[O:14])[C@H:8]([NH:23][C:24]([O:26][C:27]([CH3:28])([CH3:30])[CH3:29])=[O:25])[CH2:7]1)=[O:5])[CH3:2]. (9) Given the reactants [CH:1]1([N:5]2[CH2:10][CH2:9][CH:8]([OH:11])[CH2:7][CH2:6]2)[CH2:4][CH2:3][CH2:2]1.CC([O-])(C)C.[K+].Cl[C:19]1[CH:28]=[CH:27][C:26]2[CH:25]3[CH2:29][CH2:30][CH2:31][C:32](=[O:33])[N:24]3[CH2:23][CH2:22][C:21]=2[N:20]=1, predict the reaction product. The product is: [CH:1]1([N:5]2[CH2:6][CH2:7][CH:8]([O:11][C:19]3[CH:28]=[CH:27][C:26]4[CH:25]5[CH2:29][CH2:30][CH2:31][C:32](=[O:33])[N:24]5[CH2:23][CH2:22][C:21]=4[N:20]=3)[CH2:9][CH2:10]2)[CH2:4][CH2:3][CH2:2]1.